From a dataset of Full USPTO retrosynthesis dataset with 1.9M reactions from patents (1976-2016). Predict the reactants needed to synthesize the given product. (1) Given the product [F:1][C:2]1[CH:7]=[C:6]([F:8])[CH:5]=[CH:4][C:3]=1[N:9]1[CH2:10][CH2:11][N:12]([C:16]2[CH:17]=[CH:18][C:19]3[N:20]([C:22]([C:25]([F:26])([F:28])[F:27])=[N:23][N:24]=3)[N:21]=2)[CH2:13][CH2:14]1, predict the reactants needed to synthesize it. The reactants are: [F:1][C:2]1[CH:7]=[C:6]([F:8])[CH:5]=[CH:4][C:3]=1[N:9]1[CH2:14][CH2:13][NH:12][CH2:11][CH2:10]1.Cl[C:16]1[CH:17]=[CH:18][C:19]2[N:20]([C:22]([C:25]([F:28])([F:27])[F:26])=[N:23][N:24]=2)[N:21]=1. (2) Given the product [Cl:29][C:26]1[CH:27]=[CH:28][C:23]([C:20]2[CH:21]=[CH:22][C:17]([C:16]#[C:15][C:12]3[CH:11]=[CH:10][C:9]([O:8][CH2:7][CH2:6][NH:30][CH2:31][C:32]4([OH:35])[CH2:34][CH2:33]4)=[CH:14][CH:13]=3)=[N:18][CH:19]=2)=[CH:24][CH:25]=1, predict the reactants needed to synthesize it. The reactants are: CS(O[CH2:6][CH2:7][O:8][C:9]1[CH:14]=[CH:13][C:12]([C:15]#[C:16][C:17]2[CH:22]=[CH:21][C:20]([C:23]3[CH:28]=[CH:27][C:26]([Cl:29])=[CH:25][CH:24]=3)=[CH:19][N:18]=2)=[CH:11][CH:10]=1)(=O)=O.[NH2:30][CH2:31][C:32]1([OH:35])[CH2:34][CH2:33]1. (3) Given the product [C:43]([NH:1][C:2]1[CH:11]=[C:10]([C:12](=[O:36])[NH:13][C@@:14]2([C:24]3[CH:29]=[CH:28][C:27]([O:30][C:31]([F:34])([F:33])[F:32])=[C:26]([F:35])[CH:25]=3)[C:19]3=[N:20][CH:21]=[CH:22][CH:23]=[C:18]3[O:17][CH2:16][CH2:15]2)[CH:9]=[CH:8][C:3]=1[C:4]([O:6][CH3:7])=[O:5])(=[O:45])[CH3:44], predict the reactants needed to synthesize it. The reactants are: [NH2:1][C:2]1[CH:11]=[C:10]([C:12](=[O:36])[NH:13][C@@:14]2([C:24]3[CH:29]=[CH:28][C:27]([O:30][C:31]([F:34])([F:33])[F:32])=[C:26]([F:35])[CH:25]=3)[C:19]3=[N:20][CH:21]=[CH:22][CH:23]=[C:18]3[O:17][CH2:16][CH2:15]2)[CH:9]=[CH:8][C:3]=1[C:4]([O:6][CH3:7])=[O:5].N1C=CC=CC=1.[C:43](OC(=O)C)(=[O:45])[CH3:44]. (4) The reactants are: I[C:2]1[CH:7]=[C:6]([CH:8]([CH3:10])[CH3:9])[N:5]=[C:4]([CH:11]([CH3:13])[CH3:12])[C:3]=1[O:14][CH2:15][O:16][CH3:17].C([Sn](CCCC)(CCCC)[C:23]([O:25][CH2:26][CH3:27])=[CH2:24])CCC. Given the product [CH2:26]([O:25][C:23]([C:2]1[CH:7]=[C:6]([CH:8]([CH3:10])[CH3:9])[N:5]=[C:4]([CH:11]([CH3:13])[CH3:12])[C:3]=1[O:14][CH2:15][O:16][CH3:17])=[CH2:24])[CH3:27], predict the reactants needed to synthesize it. (5) Given the product [ClH:39].[C:1]([C:3]1[CH:8]=[CH:7][N:6]=[C:5]([NH:9][C:10]2[N:15]=[C:14]([C:16]3[CH:17]=[N:18][C:19]([N:22]4[CH2:23][CH2:24][N:25]([CH2:28][C:29]([OH:31])=[O:30])[CH2:26][CH2:27]4)=[CH:20][CH:21]=3)[CH:13]=[C:12]([CH:36]3[CH2:37][CH2:38]3)[CH:11]=2)[CH:4]=1)#[N:2], predict the reactants needed to synthesize it. The reactants are: [C:1]([C:3]1[CH:8]=[CH:7][N:6]=[C:5]([NH:9][C:10]2[N:15]=[C:14]([C:16]3[CH:17]=[N:18][C:19]([N:22]4[CH2:27][CH2:26][N:25]([CH2:28][C:29]([O:31]C(C)(C)C)=[O:30])[CH2:24][CH2:23]4)=[CH:20][CH:21]=3)[CH:13]=[C:12]([CH:36]3[CH2:38][CH2:37]3)[CH:11]=2)[CH:4]=1)#[N:2].[ClH:39].O1CCOCC1. (6) Given the product [CH2:1]([C:3]1[N:4]=[CH:5][N:6]([CH2:15][C:14]2[CH:17]=[CH:18][C:11]([N+:8]([O-:10])=[O:9])=[CH:12][CH:13]=2)[CH:7]=1)[CH3:2], predict the reactants needed to synthesize it. The reactants are: [CH2:1]([C:3]1[N:4]=[CH:5][NH:6][CH:7]=1)[CH3:2].[N+:8]([C:11]1[CH:18]=[CH:17][C:14]([CH2:15]Br)=[CH:13][CH:12]=1)([O-:10])=[O:9].C(=O)([O-])[O-].[K+].[K+].CN(C)C=O. (7) Given the product [CH3:28][C:17]1([CH3:29])[C:16]2[CH:15]=[C:14]([C:30]3[NH:1][N:2]=[C:3]([C:5]4[C:10]([CH3:11])=[CH:9][CH:8]=[CH:7][N:6]=4)[N:4]=3)[C:13]([OH:12])=[C:22]3[C:23]([CH3:27])([CH3:26])[CH2:24][CH2:25][N:20]([C:21]=23)[CH2:19][CH2:18]1, predict the reactants needed to synthesize it. The reactants are: [NH2:1][NH:2][C:3]([C:5]1[C:10]([CH3:11])=[CH:9][CH:8]=[CH:7][N:6]=1)=[NH:4].[OH:12][C:13]1[C:22]2[C:23]([CH3:27])([CH3:26])[CH2:24][CH2:25][N:20]3[C:21]=2[C:16]([C:17]([CH3:29])([CH3:28])[CH2:18][CH2:19]3)=[CH:15][C:14]=1[CH:30]=O.